From a dataset of Full USPTO retrosynthesis dataset with 1.9M reactions from patents (1976-2016). Predict the reactants needed to synthesize the given product. (1) Given the product [CH2:1]([O:4][C:5]1[CH:6]=[C:7]2[C:16](=[CH:17][CH:18]=1)[N:15]=[CH:14][C:13]1[O:12][CH2:11][CH:10]([C@H:19]3[CH2:24][CH2:23][C@H:22]([NH:25][C:26]([C:28]4[CH:29]=[CH:30][C:31]5[S:36][CH2:35][C:34](=[O:37])[NH:33][C:32]=5[CH:38]=4)=[O:27])[CH2:21][CH2:20]3)[CH2:9][C:8]2=1)[CH3:2], predict the reactants needed to synthesize it. The reactants are: [CH2:1](I)[CH3:2].[OH:4][C:5]1[CH:6]=[C:7]2[C:16](=[CH:17][CH:18]=1)[N:15]=[CH:14][C:13]1[O:12][CH2:11][CH:10]([C@H:19]3[CH2:24][CH2:23][C@H:22]([NH:25][C:26]([C:28]4[CH:29]=[CH:30][C:31]5[S:36][CH2:35][C:34](=[O:37])[NH:33][C:32]=5[CH:38]=4)=[O:27])[CH2:21][CH2:20]3)[CH2:9][C:8]2=1.[H-].[Na+]. (2) The reactants are: CO.[CH:3]1([O:6][C:7]2[CH:16]=[C:15]3[C:10]([C:11]([CH3:45])=[CH:12][C:13](=[O:44])[N:14]3[CH2:17][CH2:18][N:19]3[CH2:24][CH2:23][CH:22]([N:25]([CH2:33][C:34]4[CH:43]=[CH:42][C:37]5[O:38][CH2:39][CH2:40][O:41][C:36]=5[CH:35]=4)C(=O)OC(C)(C)C)[CH2:21][CH2:20]3)=[CH:9][CH:8]=2)[CH2:5][CH2:4]1.[ClH:46].C(OCC)(=O)C. Given the product [ClH:46].[CH:3]1([O:6][C:7]2[CH:16]=[C:15]3[C:10]([C:11]([CH3:45])=[CH:12][C:13](=[O:44])[N:14]3[CH2:17][CH2:18][N:19]3[CH2:20][CH2:21][CH:22]([NH:25][CH2:33][C:34]4[CH:43]=[CH:42][C:37]5[O:38][CH2:39][CH2:40][O:41][C:36]=5[CH:35]=4)[CH2:23][CH2:24]3)=[CH:9][CH:8]=2)[CH2:4][CH2:5]1, predict the reactants needed to synthesize it. (3) Given the product [Cl:1][C:2]1[CH:3]=[N:4][C:5]2[N:6]([N:8]=[C:9]([C:11]([N:26]3[CH2:25][CH2:24][C:23]4[C:28](=[CH:29][CH:30]=[C:21]([C:20]5[C:15]([F:14])=[N:16][CH:17]=[CH:18][CH:19]=5)[CH:22]=4)[CH:27]3[CH3:31])=[O:13])[CH:10]=2)[CH:7]=1, predict the reactants needed to synthesize it. The reactants are: [Cl:1][C:2]1[CH:3]=[N:4][C:5]2[N:6]([N:8]=[C:9]([C:11]([OH:13])=O)[CH:10]=2)[CH:7]=1.[F:14][C:15]1[C:20]([C:21]2[CH:22]=[C:23]3[C:28](=[CH:29][CH:30]=2)[CH:27]([CH3:31])[NH:26][CH2:25][CH2:24]3)=[CH:19][CH:18]=[CH:17][N:16]=1.